This data is from Catalyst prediction with 721,799 reactions and 888 catalyst types from USPTO. The task is: Predict which catalyst facilitates the given reaction. Reactant: C(OC([N:8]1[CH2:13][CH2:12][N:11]([C:14]2[CH:19]=[C:18]([S:20]([C:23]3[CH:28]=[CH:27][CH:26]=[CH:25][CH:24]=3)(=[O:22])=[O:21])[CH:17]=[CH:16][C:15]=2[Cl:29])[CH2:10][CH2:9]1)=O)(C)(C)C. Product: [C:23]1([S:20]([C:18]2[CH:17]=[CH:16][C:15]([Cl:29])=[C:14]([N:11]3[CH2:10][CH2:9][NH:8][CH2:13][CH2:12]3)[CH:19]=2)(=[O:22])=[O:21])[CH:24]=[CH:25][CH:26]=[CH:27][CH:28]=1. The catalyst class is: 12.